This data is from Full USPTO retrosynthesis dataset with 1.9M reactions from patents (1976-2016). The task is: Predict the reactants needed to synthesize the given product. Given the product [C:5]1([C:3]2[N:31]=[C:30]([CH2:29][N:20]3[C:19](=[O:18])[C:27]4[C:22](=[CH:23][CH:24]=[CH:25][CH:26]=4)[C:21]3=[O:28])[S:32][C:2]=2[S:11][C:12]2[CH:17]=[CH:16][CH:15]=[CH:14][CH:13]=2)[CH:10]=[CH:9][CH:8]=[CH:7][CH:6]=1, predict the reactants needed to synthesize it. The reactants are: Br[CH:2]([S:11][C:12]1[CH:17]=[CH:16][CH:15]=[CH:14][CH:13]=1)[C:3]([C:5]1[CH:10]=[CH:9][CH:8]=[CH:7][CH:6]=1)=O.[O:18]=[C:19]1[C:27]2[C:22](=[CH:23][CH:24]=[CH:25][CH:26]=2)[C:21](=[O:28])[N:20]1[CH2:29][C:30](=[S:32])[NH2:31].C(=O)([O-])O.[Na+].